Dataset: Forward reaction prediction with 1.9M reactions from USPTO patents (1976-2016). Task: Predict the product of the given reaction. Given the reactants C(O[C:4]([CH:6]1[CH2:11][CH2:10][N:9]([C:12]([O:14][C:15]([CH3:18])([CH3:17])[CH3:16])=[O:13])[CH2:8][C:7]1=O)=O)C.C(OC(C1CC[N:28](CC2C=CC=CC=2)CC1=O)=O)C.C(OC(OC(C)(C)C)=O)(OC(C)(C)C)=O.CCN(CC)CC, predict the reaction product. The product is: [C:15]([O:14][C:12]([N:9]1[CH2:10][CH2:11][CH:6]2[CH:7]([NH:28][CH2:4]2)[CH2:8]1)=[O:13])([CH3:18])([CH3:17])[CH3:16].